This data is from Peptide-MHC class I binding affinity with 185,985 pairs from IEDB/IMGT. The task is: Regression. Given a peptide amino acid sequence and an MHC pseudo amino acid sequence, predict their binding affinity value. This is MHC class I binding data. (1) The peptide sequence is RSADLELER. The MHC is HLA-A11:01 with pseudo-sequence HLA-A11:01. The binding affinity (normalized) is 0.672. (2) The peptide sequence is GPQSNQRSA. The MHC is HLA-B54:01 with pseudo-sequence HLA-B54:01. The binding affinity (normalized) is 0.197.